From a dataset of Reaction yield outcomes from USPTO patents with 853,638 reactions. Predict the reaction yield, written as a fraction of the theoretical maximum amount of product (1.0 means a 100% yield; for example, 0.34 means a 34% yield). The reactants are O=P(Cl)(Cl)Cl.[CH3:6][O:7][C:8]1[CH:9]=[C:10]2[C:14](=[CH:15][CH:16]=1)[N:13]([CH2:17][CH2:18][N:19]1[CH2:24][CH2:23][N:22]([CH3:25])[CH2:21][CH2:20]1)[C:12]([C:26]#[N:27])=[CH:11]2.[C:28]([O-])([O-])=[O:29].[Na+].[Na+]. The catalyst is C(Cl)Cl.CN(C=O)C.ClCCCl. The product is [CH:28]([C:11]1[C:10]2[C:14](=[CH:15][CH:16]=[C:8]([O:7][CH3:6])[CH:9]=2)[N:13]([CH2:17][CH2:18][N:19]2[CH2:24][CH2:23][N:22]([CH3:25])[CH2:21][CH2:20]2)[C:12]=1[C:26]#[N:27])=[O:29]. The yield is 0.470.